This data is from Forward reaction prediction with 1.9M reactions from USPTO patents (1976-2016). The task is: Predict the product of the given reaction. (1) Given the reactants [CH3:1][C:2]1[C:11]2[CH2:10][CH2:9][CH2:8][CH2:7][C:6]=2[N:5]2[N:12]=[C:13]([CH:15]=[O:16])[N:14]=[C:4]2[N:3]=1.[N+:17]([C:20]1[CH:38]=[CH:37][C:23]([CH2:24][O:25][C:26]([C:28]2[N:29]3[C@H:32]([S:33][CH:34]=2)[C@@H:31]([Br:35])[C:30]3=[O:36])=[O:27])=[CH:22][CH:21]=1)([O-:19])=[O:18].[Mg+2].[Br-].[Br-].[O:42](CC)[CH2:43][CH3:44].C(OC(=O)C)(=O)C, predict the reaction product. The product is: [C:43]([O:16][CH:15]([C:13]1[N:14]=[C:4]2[N:3]=[C:2]([CH3:1])[C:11]3[CH2:10][CH2:9][CH2:8][CH2:7][C:6]=3[N:5]2[N:12]=1)[C:31]1([Br:35])[C:30](=[O:36])[N:29]2[C@@H:32]1[S:33][CH:34]=[C:28]2[C:26]([O:25][CH2:24][C:23]1[CH:37]=[CH:38][C:20]([N+:17]([O-:19])=[O:18])=[CH:21][CH:22]=1)=[O:27])(=[O:42])[CH3:44]. (2) Given the reactants [F:1][C:2]1[CH:3]=[C:4]2[C:8](=[CH:9][CH:10]=1)[NH:7][CH:6]=[C:5]2[C@H:11]1[CH2:16][CH2:15][C@H:14]([NH:17][CH:18]2[CH2:27][C:26]3[C:21](=[CH:22][CH:23]=[CH:24][C:25]=3[O:28][CH3:29])[O:20][CH2:19]2)[CH2:13][CH2:12]1.[CH:30](=O)[CH2:31][CH3:32].C(O)(=O)C.C([BH3-])#N.[Na+], predict the reaction product. The product is: [F:1][C:2]1[CH:3]=[C:4]2[C:8](=[CH:9][CH:10]=1)[NH:7][CH:6]=[C:5]2[C@H:11]1[CH2:16][CH2:15][C@H:14]([N:17]([CH2:30][CH2:31][CH3:32])[CH:18]2[CH2:27][C:26]3[C:21](=[CH:22][CH:23]=[CH:24][C:25]=3[O:28][CH3:29])[O:20][CH2:19]2)[CH2:13][CH2:12]1. (3) Given the reactants [Cl:1][C:2]1[CH:7]=[CH:6][C:5]([N:8](C)[CH3:9])=[CH:4][C:3]=1[C:11]1[O:12][C:13]2[C:18]([C:19](=[O:21])[CH:20]=1)=[C:17]([O:22]C)[CH:16]=[C:15]([O:24]C)[C:14]=2[C@@H:26]1[CH2:30][CH2:29][N:28]([CH3:31])[C@H:27]1[CH2:32][OH:33].Cl.N1C=CC=CC=1, predict the reaction product. The product is: [Cl:1][C:2]1[CH:7]=[CH:6][C:5]([NH:8][CH3:9])=[CH:4][C:3]=1[C:11]1[O:12][C:13]2[C:18]([C:19](=[O:21])[CH:20]=1)=[C:17]([OH:22])[CH:16]=[C:15]([OH:24])[C:14]=2[C@@H:26]1[CH2:30][CH2:29][N:28]([CH3:31])[C@H:27]1[CH2:32][OH:33].